The task is: Predict the reactants needed to synthesize the given product.. This data is from Full USPTO retrosynthesis dataset with 1.9M reactions from patents (1976-2016). Given the product [CH2:20]([O:19][P:18]([CH2:17][C:16]1[CH:26]=[CH:27][C:13]([NH:12][C:4]2[N:3]=[C:2]([NH:30][C:31]3[CH:32]=[CH:33][C:34]([CH:42]4[CH2:43][CH2:44][CH:45]([N:48]([CH3:49])[CH3:50])[CH2:46][CH2:47]4)=[C:35]4[C:39]=3[C:38](=[O:40])[N:37]([CH3:41])[CH2:36]4)[C:7]([C:8]([F:11])([F:10])[F:9])=[CH:6][N:5]=2)=[C:14]([O:28][CH3:29])[CH:15]=1)(=[O:25])[O:22][CH2:23][CH3:24])[CH3:21], predict the reactants needed to synthesize it. The reactants are: Cl[C:2]1[C:7]([C:8]([F:11])([F:10])[F:9])=[CH:6][N:5]=[C:4]([NH:12][C:13]2[CH:27]=[CH:26][C:16]([CH2:17][P:18](=[O:25])([O:22][CH2:23][CH3:24])[O:19][CH2:20][CH3:21])=[CH:15][C:14]=2[O:28][CH3:29])[N:3]=1.[NH2:30][C:31]1[CH:32]=[CH:33][C:34]([CH:42]2[CH2:47][CH2:46][CH:45]([N:48]([CH3:50])[CH3:49])[CH2:44][CH2:43]2)=[C:35]2[C:39]=1[C:38](=[O:40])[N:37]([CH3:41])[CH2:36]2.